Predict the reaction yield, written as a fraction of the theoretical maximum amount of product (1.0 means a 100% yield; for example, 0.34 means a 34% yield). From a dataset of Reaction yield outcomes from USPTO patents with 853,638 reactions. (1) The yield is 0.920. The catalyst is C1(C)C=CC=CC=1.C1C=CC([P]([Pd]([P](C2C=CC=CC=2)(C2C=CC=CC=2)C2C=CC=CC=2)([P](C2C=CC=CC=2)(C2C=CC=CC=2)C2C=CC=CC=2)[P](C2C=CC=CC=2)(C2C=CC=CC=2)C2C=CC=CC=2)(C2C=CC=CC=2)C2C=CC=CC=2)=CC=1. The reactants are [NH2:1][C:2]1[CH:3]=[C:4](B(O)O)[CH:5]=[CH:6][CH:7]=1.Br[C:12]1[CH:13]=[CH:14][C:15]([F:21])=[C:16]([N+:18]([O-:20])=[O:19])[CH:17]=1.C(=O)(O)[O-].[Na+]. The product is [F:21][C:15]1[CH:14]=[CH:13][C:12]([C:4]2[CH:5]=[CH:6][CH:7]=[C:2]([NH2:1])[CH:3]=2)=[CH:17][C:16]=1[N+:18]([O-:20])=[O:19]. (2) The reactants are [Br:1][C:2]1[CH:3]=[C:4]([NH:8][C:9](=[O:15])[O:10][C:11]([CH3:14])([CH3:13])[CH3:12])[CH:5]=[CH:6][CH:7]=1.[H-].[Na+].[CH3:18]I. The catalyst is CN(C=O)C. The product is [Br:1][C:2]1[CH:3]=[C:4]([N:8]([CH3:18])[C:9](=[O:15])[O:10][C:11]([CH3:12])([CH3:14])[CH3:13])[CH:5]=[CH:6][CH:7]=1. The yield is 0.950. (3) The reactants are [F:1][C:2]1[C:3]([O:18][CH3:19])=[C:4]([C:9]([CH3:17])([CH3:16])[CH2:10][C:11](=[O:15])[C:12]([OH:14])=[O:13])[CH:5]=[CH:6][C:7]=1[CH3:8].S(=O)(=O)(O)O.[CH2:25](O)[CH3:26]. No catalyst specified. The product is [CH2:25]([O:13][C:12](=[O:14])[C:11](=[O:15])[CH2:10][C:9]([C:4]1[CH:5]=[CH:6][C:7]([CH3:8])=[C:2]([F:1])[C:3]=1[O:18][CH3:19])([CH3:17])[CH3:16])[CH3:26]. The yield is 0.837. (4) The reactants are Cl[C:2]1[N:7]2[N:8]=[C:9]([CH3:11])[CH:10]=[C:6]2[N:5]=[C:4]([NH:12][C:13](=[O:24])[C:14]2[CH:19]=[CH:18][C:17]([C:20]([OH:23])([CH3:22])[CH3:21])=[CH:16][CH:15]=2)[CH:3]=1.[CH3:25][NH:26][C:27]([C@@H:29]1[CH2:34][CH2:33][CH2:32][NH:31][CH2:30]1)=[O:28]. The catalyst is CN1C(=O)CCC1.CS(C)=O.CO. The product is [OH:23][C:20]([C:17]1[CH:18]=[CH:19][C:14]([C:13]([NH:12][C:4]2[CH:3]=[C:2]([N:31]3[CH2:32][CH2:33][CH2:34][C@@H:29]([C:27]([NH:26][CH3:25])=[O:28])[CH2:30]3)[N:7]3[N:8]=[C:9]([CH3:11])[CH:10]=[C:6]3[N:5]=2)=[O:24])=[CH:15][CH:16]=1)([CH3:22])[CH3:21]. The yield is 0.130.